Dataset: Catalyst prediction with 721,799 reactions and 888 catalyst types from USPTO. Task: Predict which catalyst facilitates the given reaction. (1) Reactant: [Cl:1][C:2]1[CH:22]=[CH:21][CH:20]=[C:19]([Cl:23])[C:3]=1[CH2:4][C:5]1[S:6][C:7]2[N:8]=[C:9]([S:17][CH3:18])[N:10]=[C:11]([O:14]CC)[C:12]=2[N:13]=1.O1CCOCC1.Cl. Product: [Cl:1][C:2]1[CH:22]=[CH:21][CH:20]=[C:19]([Cl:23])[C:3]=1[CH2:4][C:5]1[S:6][C:7]2[N:8]=[C:9]([S:17][CH3:18])[N:10]=[C:11]([OH:14])[C:12]=2[N:13]=1. The catalyst class is: 6. (2) Reactant: [Cl:1][C:2]1[CH:3]=[C:4]2[C:8](=[CH:9][CH:10]=1)[NH:7][C:6]([C:11]([O:13][CH2:14][CH3:15])=[O:12])=[CH:5]2.CC1C=CC(S(O[CH2:27][CH2:28][CH2:29][CH2:30][S:31]([CH3:34])(=[O:33])=[O:32])(=O)=O)=CC=1.C(=O)([O-])[O-].[K+].[K+]. Product: [Cl:1][C:2]1[CH:3]=[C:4]2[C:8](=[CH:9][CH:10]=1)[N:7]([CH2:27][CH2:28][CH2:29][CH2:30][S:31]([CH3:34])(=[O:33])=[O:32])[C:6]([C:11]([O:13][CH2:14][CH3:15])=[O:12])=[CH:5]2. The catalyst class is: 47. (3) Reactant: [O:1]1[C:7]2[CH:8]=[CH:9][C:10]([C:12]3[CH:17]=[CH:16][C:15]([C:18]4[N:19]([C:23]([O:25][CH2:26][CH:27]([CH3:29])[CH3:28])=[O:24])[CH:20]=[CH:21][N:22]=4)=[CH:14][CH:13]=3)=[CH:11][C:6]=2[CH2:5][NH:4][CH2:3][CH2:2]1.C(N(C(C)C)CC)(C)C.[F:39][C:40]1[CH:45]=[CH:44][C:43]([CH:46]2[CH2:51][C:50](=[O:52])[CH2:49][CH2:48][N:47]2[C:53](Cl)=[O:54])=[CH:42][CH:41]=1. Product: [F:39][C:40]1[CH:45]=[CH:44][C:43]([CH:46]2[CH2:51][C:50](=[O:52])[CH2:49][CH2:48][N:47]2[C:53]([N:4]2[CH2:5][C:6]3[CH:11]=[C:10]([C:12]4[CH:13]=[CH:14][C:15]([C:18]5[N:19]([C:23]([O:25][CH2:26][CH:27]([CH3:29])[CH3:28])=[O:24])[CH:20]=[CH:21][N:22]=5)=[CH:16][CH:17]=4)[CH:9]=[CH:8][C:7]=3[O:1][CH2:2][CH2:3]2)=[O:54])=[CH:42][CH:41]=1. The catalyst class is: 54. (4) Reactant: [Cl:1][C:2]1[CH:3]=[CH:4][C:5]([NH:15][C:16]2[N:20]([CH3:21])[C:19]3[C:22]([N:26]([CH2:30][CH2:31][CH3:32])[CH2:27][CH2:28][CH3:29])=[CH:23][CH:24]=[CH:25][C:18]=3[N:17]=2)=[C:6]([CH:14]=1)[O:7][CH2:8][CH2:9][CH2:10][C:11](O)=[O:12].F[P-](F)(F)(F)(F)F.[N:40]1(OC(N(C)C)=[N+](C)C)[C:44]2N=CC=CC=2N=N1.C(N(C(C)C)CC)(C)C.CN. Product: [ClH:1].[Cl:1][C:2]1[CH:3]=[CH:4][C:5]([NH:15][C:16]2[N:20]([CH3:21])[C:19]3[C:22]([N:26]([CH2:27][CH2:28][CH3:29])[CH2:30][CH2:31][CH3:32])=[CH:23][CH:24]=[CH:25][C:18]=3[N:17]=2)=[C:6]([CH:14]=1)[O:7][CH2:8][CH2:9][CH2:10][C:11]([NH:40][CH3:44])=[O:12]. The catalyst class is: 30.